Dataset: NCI-60 drug combinations with 297,098 pairs across 59 cell lines. Task: Regression. Given two drug SMILES strings and cell line genomic features, predict the synergy score measuring deviation from expected non-interaction effect. Drug 1: C1=CC(=CC=C1C#N)C(C2=CC=C(C=C2)C#N)N3C=NC=N3. Drug 2: C1CC(=O)NC(=O)C1N2C(=O)C3=CC=CC=C3C2=O. Cell line: HCT-15. Synergy scores: CSS=0.621, Synergy_ZIP=-3.90, Synergy_Bliss=-11.5, Synergy_Loewe=-2.74, Synergy_HSA=-9.38.